From a dataset of NCI-60 drug combinations with 297,098 pairs across 59 cell lines. Regression. Given two drug SMILES strings and cell line genomic features, predict the synergy score measuring deviation from expected non-interaction effect. (1) Drug 1: CC1=C(C=C(C=C1)NC2=NC=CC(=N2)N(C)C3=CC4=NN(C(=C4C=C3)C)C)S(=O)(=O)N.Cl. Drug 2: CN(CC1=CN=C2C(=N1)C(=NC(=N2)N)N)C3=CC=C(C=C3)C(=O)NC(CCC(=O)O)C(=O)O. Cell line: SF-295. Synergy scores: CSS=21.6, Synergy_ZIP=0.515, Synergy_Bliss=-1.04, Synergy_Loewe=-1.08, Synergy_HSA=-0.0421. (2) Drug 1: CC1=C2C(C(=O)C3(C(CC4C(C3C(C(C2(C)C)(CC1OC(=O)C(C(C5=CC=CC=C5)NC(=O)OC(C)(C)C)O)O)OC(=O)C6=CC=CC=C6)(CO4)OC(=O)C)OC)C)OC. Drug 2: CC1C(C(CC(O1)OC2CC(OC(C2O)C)OC3=CC4=CC5=C(C(=O)C(C(C5)C(C(=O)C(C(C)O)O)OC)OC6CC(C(C(O6)C)O)OC7CC(C(C(O7)C)O)OC8CC(C(C(O8)C)O)(C)O)C(=C4C(=C3C)O)O)O)O. Cell line: SN12C. Synergy scores: CSS=42.1, Synergy_ZIP=3.27, Synergy_Bliss=2.41, Synergy_Loewe=-8.50, Synergy_HSA=3.91. (3) Drug 1: C1=NC2=C(N=C(N=C2N1C3C(C(C(O3)CO)O)O)F)N. Drug 2: CCC1(CC2CC(C3=C(CCN(C2)C1)C4=CC=CC=C4N3)(C5=C(C=C6C(=C5)C78CCN9C7C(C=CC9)(C(C(C8N6C)(C(=O)OC)O)OC(=O)C)CC)OC)C(=O)OC)O.OS(=O)(=O)O. Cell line: IGROV1. Synergy scores: CSS=-0.176, Synergy_ZIP=-1.24, Synergy_Bliss=-1.84, Synergy_Loewe=-5.17, Synergy_HSA=-3.07. (4) Drug 1: CC1=C2C(C(=O)C3(C(CC4C(C3C(C(C2(C)C)(CC1OC(=O)C(C(C5=CC=CC=C5)NC(=O)OC(C)(C)C)O)O)OC(=O)C6=CC=CC=C6)(CO4)OC(=O)C)OC)C)OC. Drug 2: C1=CN(C=N1)CC(O)(P(=O)(O)O)P(=O)(O)O. Cell line: PC-3. Synergy scores: CSS=56.3, Synergy_ZIP=4.94, Synergy_Bliss=3.46, Synergy_Loewe=-25.9, Synergy_HSA=5.67.